This data is from Forward reaction prediction with 1.9M reactions from USPTO patents (1976-2016). The task is: Predict the product of the given reaction. (1) Given the reactants [O:1]1[CH2:6][CH2:5][N:4]([CH2:7][CH2:8][NH:9][C:10]([NH:12][C:13]2[CH:18]=[CH:17][C:16]([N+:19]([O-])=O)=[CH:15][C:14]=2[C:22]([F:25])([F:24])[F:23])=[O:11])[CH2:3][CH2:2]1, predict the reaction product. The product is: [NH2:19][C:16]1[CH:17]=[CH:18][C:13]([NH:12][C:10]([NH:9][CH2:8][CH2:7][N:4]2[CH2:3][CH2:2][O:1][CH2:6][CH2:5]2)=[O:11])=[C:14]([C:22]([F:25])([F:24])[F:23])[CH:15]=1. (2) Given the reactants Cl[C:2]1[C:7]([C:8]2[CH:13]=[CH:12][N:11]=[CH:10][N:9]=2)=[CH:6][CH:5]=[CH:4][N:3]=1.[NH2:14][C:15]1[CH:16]=[C:17]([NH:22][C:23](=[O:32])[C:24]2[CH:29]=[CH:28][C:27]([Cl:30])=[C:26]([Cl:31])[CH:25]=2)[CH:18]=[CH:19][C:20]=1[CH3:21].C1C=CC(P(C2C(C3C(P(C4C=CC=CC=4)C4C=CC=CC=4)=CC=C4C=3C=CC=C4)=C3C(C=CC=C3)=CC=2)C2C=CC=CC=2)=CC=1.C([O-])([O-])=O.[K+].[K+], predict the reaction product. The product is: [Cl:31][C:26]1[CH:25]=[C:24]([CH:29]=[CH:28][C:27]=1[Cl:30])[C:23]([NH:22][C:17]1[CH:18]=[CH:19][C:20]([CH3:21])=[C:15]([NH:14][C:2]2[C:7]([C:8]3[CH:13]=[CH:12][N:11]=[CH:10][N:9]=3)=[CH:6][CH:5]=[CH:4][N:3]=2)[CH:16]=1)=[O:32]. (3) Given the reactants Br[C:2]1[CH:3]=[CH:4][CH:5]=[C:6]2[C:10]=1[NH:9][CH:8]=[CH:7]2.[C:11]([O:15][CH3:16])(=[O:14])[CH:12]=[CH2:13].C1(P(C2C=CC=CC=2)C2C=CC=CC=2)C=CC=CC=1.C(N(CC)C(C)C)(C)C, predict the reaction product. The product is: [NH:9]1[C:10]2[C:6](=[CH:5][CH:4]=[CH:3][C:2]=2/[CH:13]=[CH:12]/[C:11]([O:15][CH3:16])=[O:14])[CH:7]=[CH:8]1. (4) Given the reactants [CH3:1][N:2]1[C:8](=[O:9])[C@@H:7]([NH:10]C(=O)OCC2C=CC=CC=2)[CH2:6][O:5][CH2:4][CH2:3]1, predict the reaction product. The product is: [NH2:10][C@H:7]1[CH2:6][O:5][CH2:4][CH2:3][N:2]([CH3:1])[C:8]1=[O:9]. (5) Given the reactants [Cl:1][C:2]1[CH:3]=[C:4]([CH:9]2[CH:13]([C:14]([F:17])([F:16])[F:15])[O:12][N:11]=[C:10]2[C:18]2[CH:19]=[CH:20][C:21](SC)=[C:22]([CH:25]=2)[C:23]#[N:24])[CH:5]=[C:6]([Cl:8])[CH:7]=1.Cl[C:29]1C=C(C=CC=1)C(OO)=O.[S:39](=[O:42])(O)[O-:40].[Na+].C(=O)([O-])[O-].[K+].[K+], predict the reaction product. The product is: [Cl:1][C:2]1[CH:3]=[C:4]([CH:9]2[CH:13]([C:14]([F:16])([F:15])[F:17])[O:12][N:11]=[C:10]2[C:18]2[CH:19]=[CH:20][C:21]([S:39]([CH3:29])(=[O:42])=[O:40])=[C:22]([CH:25]=2)[C:23]#[N:24])[CH:5]=[C:6]([Cl:8])[CH:7]=1. (6) Given the reactants [Cl:1][C:2]1[C:10]2[C:5](=[CH:6][CH:7]=[C:8]([CH2:11][C:12]3[CH:17]=[C:16]([C:18]([O:20]C)=[O:19])[CH:15]=[CH:14][N:13]=3)[CH:9]=2)[N:4](C(OC(C)(C)C)=O)[CH:3]=1.C(O)(C(F)(F)F)=O, predict the reaction product. The product is: [Cl:1][C:2]1[C:10]2[C:5](=[CH:6][CH:7]=[C:8]([CH2:11][C:12]3[CH:17]=[C:16]([CH:15]=[CH:14][N:13]=3)[C:18]([OH:20])=[O:19])[CH:9]=2)[NH:4][CH:3]=1. (7) Given the reactants Cl[C:2]1[CH:3]=[CH:4][C:5]2[CH2:11][CH2:10][CH2:9][CH2:8][N:7]([C:12]([O:14][C:15]([CH3:18])([CH3:17])[CH3:16])=[O:13])[C:6]=2[N:19]=1.[B-](F)(F)(F)[CH:21]=[CH2:22].[K+].C(Cl)Cl.C([O-])([O-])=O.[Cs+].[Cs+], predict the reaction product. The product is: [CH:21]([C:2]1[CH:3]=[CH:4][C:5]2[CH2:11][CH2:10][CH2:9][CH2:8][N:7]([C:12]([O:14][C:15]([CH3:18])([CH3:17])[CH3:16])=[O:13])[C:6]=2[N:19]=1)=[CH2:22].